Dataset: Full USPTO retrosynthesis dataset with 1.9M reactions from patents (1976-2016). Task: Predict the reactants needed to synthesize the given product. (1) Given the product [F:14][C:15]1[CH:34]=[CH:33][C:18]([C:19]([N:21]2[CH2:22][CH2:23][CH:24]([C:27]([C:7]3[O:6][CH:10]=[CH:9][CH:8]=3)=[O:32])[CH2:25][CH2:26]2)=[O:20])=[CH:17][CH:16]=1, predict the reactants needed to synthesize it. The reactants are: C([Li])CCC.[O:6]1[CH:10]=[CH:9][CH:8]=[CH:7]1.[Br-].[Mg+2].[Br-].[F:14][C:15]1[CH:34]=[CH:33][C:18]([C:19]([N:21]2[CH2:26][CH2:25][CH:24]([C:27](=[O:32])N(C)OC)[CH2:23][CH2:22]2)=[O:20])=[CH:17][CH:16]=1. (2) Given the product [N+:1]([O-:4])([OH:3])=[O:2].[N+:14]([O-:17])([OH:16])=[O:15].[NH2:5][C@H:6]([C:11]([OH:13])=[O:12])[CH2:7][CH:8]([CH3:10])[CH3:9].[N+:1]([O-:4])([OH:3])=[O:2].[N+:1]([O-:4])([OH:3])=[O:2].[N+:1]([O-:4])([OH:3])=[O:2].[NH2:18][C@H:19]([C:24]([OH:26])=[O:25])[CH2:20][CH:21]([CH3:23])[CH3:22], predict the reactants needed to synthesize it. The reactants are: [N+:1]([O-:4])([OH:3])=[O:2].[NH2:5][C@H:6]([C:11]([OH:13])=[O:12])[CH2:7][CH:8]([CH3:10])[CH3:9].[N+:14]([O-:17])([OH:16])=[O:15].[NH2:18][C@H:19]([C:24]([OH:26])=[O:25])[CH2:20][CH:21]([CH3:23])[CH3:22]. (3) Given the product [Br:8][C:6]1[CH:5]=[N:4][CH:3]=[C:2]([C:14]#[C:13][Si:10]([CH3:12])([CH3:11])[CH3:9])[CH:7]=1, predict the reactants needed to synthesize it. The reactants are: Br[C:2]1[CH:3]=[N:4][CH:5]=[C:6]([Br:8])[CH:7]=1.[CH3:9][Si:10]([C:13]#[CH:14])([CH3:12])[CH3:11]. (4) Given the product [F:1][C:2]1[CH:3]=[CH:4][C:5]([CH:6]2[CH:26]([C:24]3[N:23]=[N:22][N:21]([CH3:20])[CH:25]=3)[C:28](=[O:30])[C:29]3[C:13]([C:12]([O:11][CH2:10][CH3:9])=[O:17])=[CH:14][CH:15]=[CH:16][C:8]=3[NH:7]2)=[CH:18][CH:19]=1, predict the reactants needed to synthesize it. The reactants are: [F:1][C:2]1[CH:19]=[CH:18][C:5](/[CH:6]=[N:7]/[C:8]2[CH:16]=[CH:15][CH:14]=[C:13]3[C:9]=2[CH2:10][O:11][C:12]3=[O:17])=[CH:4][CH:3]=1.[CH3:20][N:21]1[CH:25]=[C:24]([CH:26]=O)[N:23]=[N:22]1.[CH2:28]([O-:30])[CH3:29].[Na+].C(O)C. (5) Given the product [N+:15]([C:12]1[CH:11]=[CH:10][C:9]([P:4](=[O:3])([OH:5])[OH:8])=[CH:14][CH:13]=1)([O-:17])=[O:16], predict the reactants needed to synthesize it. The reactants are: C([O:3][P:4]([C:9]1[CH:14]=[CH:13][C:12]([N+:15]([O-:17])=[O:16])=[CH:11][CH:10]=1)(=[O:8])[O:5]CC)C. (6) Given the product [Cl:1][C:2]1[CH:27]=[C:26]([Cl:28])[CH:25]=[CH:24][C:3]=1[C:4]([N:6]([CH:21]([CH3:23])[CH3:22])[C:7]1[CH:11]=[C:10]([C:12]#[C:13][C:14]([CH3:16])([CH3:17])[CH3:15])[S:9][C:8]=1[C:18]([O-:20])=[O:19])=[O:5].[Na+:30], predict the reactants needed to synthesize it. The reactants are: [Cl:1][C:2]1[CH:27]=[C:26]([Cl:28])[CH:25]=[CH:24][C:3]=1[C:4]([N:6]([CH:21]([CH3:23])[CH3:22])[C:7]1[CH:11]=[C:10]([C:12]#[C:13][C:14]([CH3:17])([CH3:16])[CH3:15])[S:9][C:8]=1[C:18]([OH:20])=[O:19])=[O:5].[OH-].[Na+:30]. (7) Given the product [Cl:13][C:9]1[CH:8]=[CH:7][N:6]=[C:5]2[NH:1][CH:2]=[CH:3][C:4]=12, predict the reactants needed to synthesize it. The reactants are: [NH:1]1[C:5]2=[N+:6]([O-])[CH:7]=[CH:8][CH:9]=[C:4]2[CH:3]=[CH:2]1.O=P(Cl)(Cl)[Cl:13]. (8) The reactants are: [Br:1][C:2]1[CH:7]=[CH:6][C:5]([OH:8])=[CH:4][C:3]=1[F:9].Cl[CH2:11][O:12][CH2:13][C:14]1[CH:19]=[CH:18][CH:17]=[CH:16][CH:15]=1.C(N(C(C)C)CC)(C)C. Given the product [CH2:13]([O:12][CH2:11][O:8][C:5]1[CH:6]=[CH:7][C:2]([Br:1])=[C:3]([F:9])[CH:4]=1)[C:14]1[CH:19]=[CH:18][CH:17]=[CH:16][CH:15]=1, predict the reactants needed to synthesize it. (9) Given the product [ClH:18].[CH3:1][C:2]([CH3:17])([CH2:12][S:13]([CH3:16])(=[O:15])=[O:14])[CH2:3][NH2:4], predict the reactants needed to synthesize it. The reactants are: [CH3:1][C:2]([CH3:17])([CH2:12][S:13]([CH3:16])(=[O:15])=[O:14])[CH2:3][NH:4]C(=O)OC(C)(C)C.[ClH:18].